Dataset: Forward reaction prediction with 1.9M reactions from USPTO patents (1976-2016). Task: Predict the product of the given reaction. (1) Given the reactants [NH2:1][C:2]1[CH:11]=[C:10]([C:12]2[C:21]3[C:16](=[CH:17][C:18]([O:27][CH2:28][CH3:29])=[C:19]4[O:24][C:23]([CH3:26])([CH3:25])[CH2:22][C:20]4=3)[CH2:15][C:14]([CH3:31])([CH3:30])[N:13]=2)[CH:9]=[CH:8][C:3]=1[C:4]([O:6][CH3:7])=[O:5].[CH:32]1[CH:36]=[C:35]([CH2:37][C:38](Cl)=[O:39])[S:34][CH:33]=1, predict the reaction product. The product is: [CH2:28]([O:27][C:18]1[CH:17]=[C:16]2[C:21](=[C:20]3[CH2:22][C:23]([CH3:26])([CH3:25])[O:24][C:19]=13)[C:12]([C:10]1[CH:9]=[CH:8][C:3]([C:4]([O:6][CH3:7])=[O:5])=[C:2]([NH:1][C:38](=[O:39])[CH2:37][C:35]3[S:34][CH:33]=[CH:32][CH:36]=3)[CH:11]=1)=[N:13][C:14]([CH3:30])([CH3:31])[CH2:15]2)[CH3:29]. (2) The product is: [Br:1][C:2]1[CH:7]=[CH:6][N:5]=[C:4]2[N:8]([S:12]([C:15]3[CH:21]=[CH:20][C:18]([CH3:19])=[CH:17][CH:16]=3)(=[O:14])=[O:13])[C:9]([C:30]3[CH:31]=[N:32][NH:33][CH:34]=3)=[CH:10][C:3]=12. Given the reactants [Br:1][C:2]1[CH:7]=[CH:6][N:5]=[C:4]2[N:8]([S:12]([C:15]3[CH:21]=[CH:20][C:18]([CH3:19])=[CH:17][CH:16]=3)(=[O:14])=[O:13])[C:9](I)=[CH:10][C:3]=12.CC1(C)C(C)(C)OB([C:30]2[CH:31]=[N:32][N:33](C(OC(C)(C)C)=O)[CH:34]=2)O1.P([O-])([O-])([O-])=O.[K+].[K+].[K+].COCCOC, predict the reaction product. (3) The product is: [CH2:1]([O:5][C:6](=[O:33])[NH:7][C:8]1([C:19]([NH:21][C:22]2[CH:27]=[CH:26][C:25]([N:28]([CH2:31][CH3:32])[CH2:29][CH3:30])=[CH:24][CH:23]=2)=[O:20])[CH2:17][CH2:16][C:15]2[C:10](=[CH:11][CH:12]=[C:13](/[CH:58]=[CH:57]/[C:56]([NH2:60])=[O:59])[CH:14]=2)[CH2:9]1)[CH:2]([CH3:4])[CH3:3]. Given the reactants [CH2:1]([O:5][C:6](=[O:33])[NH:7][C:8]1([C:19]([NH:21][C:22]2[CH:27]=[CH:26][C:25]([N:28]([CH2:31][CH3:32])[CH2:29][CH3:30])=[CH:24][CH:23]=2)=[O:20])[CH2:17][CH2:16][C:15]2[C:10](=[CH:11][CH:12]=[C:13](Br)[CH:14]=2)[CH2:9]1)[CH:2]([CH3:4])[CH3:3].C1(C)C=CC=CC=1P(C1C=CC=CC=1C)C1C=CC=CC=1C.[C:56]([NH2:60])(=[O:59])[CH:57]=[CH2:58].C(N(CC)CC)C, predict the reaction product. (4) Given the reactants C1(OC(=O)[N:9]([C:19]2[CH:24]=[C:23]([O:25][C:26]3[CH:31]=[CH:30][C:29]([NH:32][C:33]([C:35]4([C:38](=[O:47])[NH:39][C:40]5[CH:45]=[CH:44][C:43]([F:46])=[CH:42][CH:41]=5)[CH2:37][CH2:36]4)=[O:34])=[CH:28][CH:27]=3)[CH:22]=[CH:21][N:20]=2)[C:10](OC2C=CC=CC=2)=[O:11])C=CC=CC=1.[CH3:49][N:50]([CH3:56])[C@@H:51]1[CH2:55][CH2:54][NH:53][CH2:52]1, predict the reaction product. The product is: [CH3:49][N:50]([CH3:56])[C@@H:51]1[CH2:55][CH2:54][N:53]([C:10]([NH:9][C:19]2[CH:24]=[C:23]([O:25][C:26]3[CH:31]=[CH:30][C:29]([NH:32][C:33]([C:35]4([C:38]([NH:39][C:40]5[CH:41]=[CH:42][C:43]([F:46])=[CH:44][CH:45]=5)=[O:47])[CH2:37][CH2:36]4)=[O:34])=[CH:28][CH:27]=3)[CH:22]=[CH:21][N:20]=2)=[O:11])[CH2:52]1. (5) Given the reactants [C:1]([C:9]1[C:14]([O:15][CH3:16])=[CH:13][C:12]([CH2:17][C@H:18]([NH:20][C:21](=[O:26])[C:22]([F:25])([F:24])[F:23])[CH3:19])=[C:11]([O:27][CH3:28])[CH:10]=1)(=O)[C:2]1[CH:7]=[CH:6][CH:5]=[CH:4][CH:3]=1.C([SiH](CC)CC)C.C([O-])(O)=O.[Na+], predict the reaction product. The product is: [CH2:1]([C:9]1[C:14]([O:15][CH3:16])=[CH:13][C:12]([CH2:17][C@H:18]([NH:20][C:21](=[O:26])[C:22]([F:23])([F:25])[F:24])[CH3:19])=[C:11]([O:27][CH3:28])[CH:10]=1)[C:2]1[CH:3]=[CH:4][CH:5]=[CH:6][CH:7]=1. (6) Given the reactants [OH:1][C:2]1[CH:3]=[C:4]([CH3:19])[C:5]([O:8][C:9]2[CH:18]=[CH:17][C:12]([C:13]([O:15][CH3:16])=[O:14])=[CH:11][CH:10]=2)=[N:6][CH:7]=1.[Cl:20][C:21]1[CH:26]=[CH:25][CH:24]=[C:23]([Cl:27])[C:22]=1[C:28]1[C:32]([CH2:33]O)=[C:31]([CH:35]([CH3:37])[CH3:36])[O:30][N:29]=1.C1(P(C2C=CC=CC=2)C2C=CC=CC=2)C=CC=CC=1.N(C(OC(C)C)=O)=NC(OC(C)C)=O, predict the reaction product. The product is: [Cl:27][C:23]1[CH:24]=[CH:25][CH:26]=[C:21]([Cl:20])[C:22]=1[C:28]1[C:32]([CH2:33][O:1][C:2]2[CH:3]=[C:4]([CH3:19])[C:5]([O:8][C:9]3[CH:10]=[CH:11][C:12]([C:13]([O:15][CH3:16])=[O:14])=[CH:17][CH:18]=3)=[N:6][CH:7]=2)=[C:31]([CH:35]([CH3:37])[CH3:36])[O:30][N:29]=1. (7) Given the reactants O[Li:2].O.C[O:5][C:6](=[O:46])[CH2:7][C:8]1[CH:45]=[CH:44][CH:43]=[CH:42][C:9]=1[CH2:10][CH2:11][C:12]1[C:17]([C:18]([F:21])([F:20])[F:19])=[CH:16][N:15]=[C:14]([NH:22][C:23]2[CH:28]=[CH:27][C:26]([CH:29]3[CH2:34][CH2:33][N:32]([C:35]([O:37][C:38]([CH3:41])([CH3:40])[CH3:39])=[O:36])[CH2:31][CH2:30]3)=[CH:25][CH:24]=2)[N:13]=1, predict the reaction product. The product is: [C:38]([O:37][C:35]([N:32]1[CH2:33][CH2:34][CH:29]([C:26]2[CH:25]=[CH:24][C:23]([NH:22][C:14]3[N:13]=[C:12]([CH2:11][CH2:10][C:9]4[CH:42]=[CH:43][CH:44]=[CH:45][C:8]=4[CH2:7][C:6]([O-:46])=[O:5])[C:17]([C:18]([F:20])([F:19])[F:21])=[CH:16][N:15]=3)=[CH:28][CH:27]=2)[CH2:30][CH2:31]1)=[O:36])([CH3:41])([CH3:39])[CH3:40].[Li+:2]. (8) Given the reactants N1C=CC=CC=1.[CH2:7]([O:9][C:10](=[O:27])[C@H:11]([CH2:19][C:20]1[CH:25]=[CH:24][CH:23]=[C:22]([OH:26])[CH:21]=1)[NH:12][C:13](=[O:18])[C:14]([F:17])([F:16])[F:15])[CH3:8].[CH:28]1[C:37]2[C:32](=[CH:33][CH:34]=[CH:35][CH:36]=2)[CH:31]=[CH:30][C:29]=1B(O)O, predict the reaction product. The product is: [CH2:7]([O:9][C:10](=[O:27])[C@H:11]([CH2:19][C:20]1[CH:25]=[CH:24][CH:23]=[C:22]([O:26][C:30]2[CH:29]=[CH:28][C:37]3[C:32](=[CH:33][CH:34]=[CH:35][CH:36]=3)[CH:31]=2)[CH:21]=1)[NH:12][C:13](=[O:18])[C:14]([F:15])([F:16])[F:17])[CH3:8]. (9) Given the reactants C([O:3][C:4](=[O:12])[C:5]1[CH:10]=[CH:9][C:8]([NH2:11])=[CH:7][CH:6]=1)C.[CH:13]1([C:18](O)=[O:19])[CH2:17][CH2:16][CH2:15][CH2:14]1.[OH-].[Na+], predict the reaction product. The product is: [CH:13]1([C:18]([NH:11][C:8]2[CH:7]=[CH:6][C:5]([C:4]([OH:3])=[O:12])=[CH:10][CH:9]=2)=[O:19])[CH2:17][CH2:16][CH2:15][CH2:14]1. (10) The product is: [Br:1][C:2]1[CH:3]=[C:4]([CH:40]=[CH:41][CH:42]=1)[CH:5]([N:9]1[CH2:10][CH2:11][N:12]([C:15]2[CH:16]=[CH:17][C:18]([NH:21][C:22]([C:24]3[C:25]([C:30]4[CH:35]=[CH:34][C:33]([C:36]([F:39])([F:37])[F:38])=[CH:32][CH:31]=4)=[CH:26][CH:27]=[CH:28][CH:29]=3)=[O:23])=[CH:19][CH:20]=2)[CH2:13][CH2:14]1)[C:6]1[S:8][CH:44]=[C:45]([CH3:46])[N:7]=1. Given the reactants [Br:1][C:2]1[CH:3]=[C:4]([CH:40]=[CH:41][CH:42]=1)[CH:5]([N:9]1[CH2:14][CH2:13][N:12]([C:15]2[CH:20]=[CH:19][C:18]([NH:21][C:22]([C:24]3[C:25]([C:30]4[CH:35]=[CH:34][C:33]([C:36]([F:39])([F:38])[F:37])=[CH:32][CH:31]=4)=[CH:26][CH:27]=[CH:28][CH:29]=3)=[O:23])=[CH:17][CH:16]=2)[CH2:11][CH2:10]1)[C:6](=[S:8])[NH2:7].Cl[CH2:44][C:45](=O)[CH3:46].O, predict the reaction product.